Dataset: Reaction yield outcomes from USPTO patents with 853,638 reactions. Task: Predict the reaction yield, written as a fraction of the theoretical maximum amount of product (1.0 means a 100% yield; for example, 0.34 means a 34% yield). (1) The reactants are [C:1]1([C:7]2[CH:15]=[CH:14][CH:13]=[C:12]3[C:8]=2[C:9]2[CH:19]=[CH:18][CH:17]=[N:16][C:10]=2[NH:11]3)[CH:6]=[CH:5][CH:4]=[CH:3][CH:2]=1.[CH3:20][S:21](C1C=C(B(O)O)C=CC=1)(=[O:23])=[O:22]. No catalyst specified. The product is [CH3:20][S:21]([C:5]1[CH:6]=[C:1]([C:7]2[CH:15]=[CH:14][CH:13]=[C:12]3[C:8]=2[C:9]2[CH:19]=[CH:18][CH:17]=[N:16][C:10]=2[NH:11]3)[CH:2]=[CH:3][CH:4]=1)(=[O:23])=[O:22]. The yield is 0.270. (2) The reactants are [OH:1][C:2]1[CH:3]=[C:4]([C:9]2([C:12]([OH:14])=[O:13])[CH2:11][CH2:10]2)[CH:5]=[CH:6][C:7]=1[OH:8].[CH3:15]C1C=CC(S(O)(=O)=O)=CC=1. The catalyst is CO. The product is [OH:1][C:2]1[CH:3]=[C:4]([C:9]2([C:12]([O:14][CH3:15])=[O:13])[CH2:11][CH2:10]2)[CH:5]=[CH:6][C:7]=1[OH:8]. The yield is 0.910. (3) The reactants are [F:1][C:2]1[CH:7]=[CH:6][C:5]([CH2:8][CH2:9][CH2:10][NH:11][C@H:12]2[CH2:17][CH2:16][C@H:15]([C:18]3[CH:27]=[CH:26][C:21]4[NH:22][C:23](=[O:25])[O:24][C:20]=4[CH:19]=3)[CH2:14][CH2:13]2)=[CH:4][CH:3]=1.C([O-])(O)=O.[Na+].[CH2:33](Br)[CH:34]=[CH2:35]. The catalyst is C1COCC1.CN(C=O)C.O. The product is [CH2:35]([N:11]([CH2:10][CH2:9][CH2:8][C:5]1[CH:6]=[CH:7][C:2]([F:1])=[CH:3][CH:4]=1)[C@H:12]1[CH2:17][CH2:16][C@H:15]([C:18]2[CH:27]=[CH:26][C:21]3[NH:22][C:23](=[O:25])[O:24][C:20]=3[CH:19]=2)[CH2:14][CH2:13]1)[CH:34]=[CH2:33]. The yield is 0.310. (4) The reactants are [Si:1]([O:8][CH2:9][C:10]1[N:11]([CH3:29])[C:12]2[C:17]([CH:18]=1)=[CH:16][C:15]([CH:19]=[O:20])=[C:14]([NH:21][C:22](=[O:28])[O:23][C:24]([CH3:27])([CH3:26])[CH3:25])[CH:13]=2)([C:4]([CH3:7])([CH3:6])[CH3:5])([CH3:3])[CH3:2].[H-].[Na+].Br[CH2:33][CH2:34][CH:35]=[CH2:36]. The catalyst is O. The product is [CH2:36]([N:21]([C:14]1[CH:13]=[C:12]2[C:17]([CH:18]=[C:10]([CH2:9][O:8][Si:1]([C:4]([CH3:7])([CH3:6])[CH3:5])([CH3:3])[CH3:2])[N:11]2[CH3:29])=[CH:16][C:15]=1[CH:19]=[O:20])[C:22](=[O:28])[O:23][C:24]([CH3:27])([CH3:26])[CH3:25])[CH2:35][CH:34]=[CH2:33]. The yield is 0.360.